Dataset: Catalyst prediction with 721,799 reactions and 888 catalyst types from USPTO. Task: Predict which catalyst facilitates the given reaction. (1) Reactant: [Na].[C:2]([C:4]1[CH:9]=[CH:8][C:7]([OH:10])=[CH:6][CH:5]=1)#[N:3].Br[CH2:12][CH2:13][CH2:14][CH2:15]Br. Product: [C:2]([C:4]1[CH:9]=[CH:8][C:7]([O:10][CH2:12][CH2:13][CH2:14][CH2:15][O:10][C:7]2[CH:8]=[CH:9][C:4]([C:2]#[N:3])=[CH:5][CH:6]=2)=[CH:6][CH:5]=1)#[N:3]. The catalyst class is: 8. (2) The catalyst class is: 106. Reactant: [CH2:1]([NH:3][C:4]1[C:9]([NH:10][C:11]2[CH:16]=[CH:15][CH:14]=[CH:13][CH:12]=2)=[CH:8][CH:7]=[CH:6][N:5]=1)C.[ClH:17].C(O[CH2:26][CH3:27])(OCC)OCC. Product: [Cl:17][N+:3]1([CH2:26][CH3:27])[C:4]2=[N:5][CH:6]=[CH:7][CH:8]=[C:9]2[N:10]([C:11]2[CH:16]=[CH:15][CH:14]=[CH:13][CH:12]=2)[CH-:1]1. (3) Reactant: [Cl-].[C:2]([O:6][C:7]([N:9]1[CH2:14][CH2:13][C:12](=[CH:15][CH2:16][P+](C2C=CC=CC=2)(C2C=CC=CC=2)C2C=CC=CC=2)[CH2:11][CH2:10]1)=[O:8])([CH3:5])([CH3:4])[CH3:3].C([Li])CCC.[CH3:41][O:42][C:43]1[CH:44]=[C:45]([CH:48]=[CH:49][CH:50]=1)[CH:46]=O. Product: [CH3:41][O:42][C:43]1[CH:44]=[C:45]([CH:46]=[CH:16][CH:15]=[C:12]2[CH2:11][CH2:10][N:9]([C:7]([O:6][C:2]([CH3:3])([CH3:4])[CH3:5])=[O:8])[CH2:14][CH2:13]2)[CH:48]=[CH:49][CH:50]=1. The catalyst class is: 134. (4) Reactant: [Cl:1][C:2]1[CH:3]=[C:4]([CH:7]=[C:8]([OH:10])[CH:9]=1)[CH:5]=[O:6].C(=O)([O-])[O-].[K+].[K+].[F:17][CH2:18][CH2:19]CS([O-])(=O)=O. Product: [Cl:1][C:2]1[CH:3]=[C:4]([CH:7]=[C:8]([O:10][CH2:19][CH2:18][F:17])[CH:9]=1)[CH:5]=[O:6]. The catalyst class is: 3. (5) Reactant: [Br:1][C:2]1[C:3]([CH3:11])=[C:4]([CH:8]=[CH:9][CH:10]=1)[C:5]([OH:7])=O.C(Cl)(=O)C(Cl)=O.[NH:18]1[CH2:22][CH2:21][CH2:20][CH2:19]1.CCN(CC)CC. Product: [Br:1][C:2]1[C:3]([CH3:11])=[C:4]([C:5]([N:18]2[CH2:22][CH2:21][CH2:20][CH2:19]2)=[O:7])[CH:8]=[CH:9][CH:10]=1. The catalyst class is: 4. (6) The catalyst class is: 3. Reactant: Cl[C:2]1[CH:12]=[CH:11][C:5]([O:6][CH2:7][C:8]([OH:10])=[O:9])=[C:4]([CH2:13][N:14]2[CH2:19][CH2:18][N:17](S(C3C=CC=CC=3)(=O)=O)[CH2:16][CH2:15]2)[CH:3]=1.CN(C(ON1N=NC2C=CC=NC1=2)=[N+](C)C)C.F[P-](F)(F)(F)(F)F.[Cl:53][C:54]1[CH:55]=[C:56](CC(O)=O)[CH:57]=[CH:58][CH:59]=1.[OH-].[Na+].[ClH:66].C([O:70][CH2:71][CH3:72])(=O)C. Product: [Cl:66][C:3]1[C:4]([CH2:13][N:14]2[CH2:15][CH2:16][N:17]([C:71](=[O:70])[CH2:72][C:57]3[CH:56]=[CH:55][C:54]([Cl:53])=[CH:59][CH:58]=3)[CH2:18][CH2:19]2)=[C:5]([CH:11]=[CH:12][CH:2]=1)[O:6][CH2:7][C:8]([OH:10])=[O:9]. (7) Reactant: [CH3:1][O:2][C:3]1[N:8]=[C:7]2[CH:9]=[CH:10][NH:11][C:6]2=[CH:5][CH:4]=1.[CH3:12][C:13]([O:16][C:17](O[C:17]([O:16][C:13]([CH3:15])([CH3:14])[CH3:12])=[O:18])=[O:18])([CH3:15])[CH3:14].CCN(CC)CC. Product: [CH3:1][O:2][C:3]1[N:8]=[C:7]2[CH:9]=[CH:10][N:11]([C:17]([O:16][C:13]([CH3:15])([CH3:14])[CH3:12])=[O:18])[C:6]2=[CH:5][CH:4]=1. The catalyst class is: 154. (8) Reactant: [C:1]1(=[O:6])[O:5][CH2:4][CH2:3][CH2:2]1.[C:7]1([Li])[CH:12]=[CH:11][CH:10]=[CH:9][CH:8]=1. Product: [C:7]1([C:1](=[O:6])[CH2:2][CH2:3][CH2:4][OH:5])[CH:12]=[CH:11][CH:10]=[CH:9][CH:8]=1. The catalyst class is: 165. (9) Reactant: N(C(OCC)=O)=NC(OCC)=O.C1(P(C2C=CC=CC=2)C2C=CC=CC=2)C=CC=CC=1.O[C@H:33]([CH3:40])[C@@H:34]([CH3:39])[C:35]([O:37][CH3:38])=[O:36].[C:41]([OH:44])(=[S:43])[CH3:42]. Product: [C:41]([S:43][C@@H:33]([CH3:40])[C@@H:34]([CH3:39])[C:35]([O:37][CH3:38])=[O:36])(=[O:44])[CH3:42]. The catalyst class is: 1.